Dataset: Reaction yield outcomes from USPTO patents with 853,638 reactions. Task: Predict the reaction yield, written as a fraction of the theoretical maximum amount of product (1.0 means a 100% yield; for example, 0.34 means a 34% yield). (1) The reactants are Cl[C:2]1[N:7]=[C:6]([CH3:8])[N:5]=[C:4]([NH:9][C:10]2[CH:15]=[CH:14][C:13]([CH2:16][CH2:17][OH:18])=[CH:12][CH:11]=2)[C:3]=1[N+:19]([O-:21])=[O:20].[C:22]([O:30][CH2:31][CH3:32])(=[O:29])[CH2:23][C:24]([O:26][CH2:27][CH3:28])=[O:25].[OH-].[Na+]. The catalyst is CC(C)=O. The product is [OH:18][CH2:17][CH2:16][C:13]1[CH:14]=[CH:15][C:10]([NH:9][C:4]2[N:5]=[C:6]([CH3:8])[N:7]=[C:2]([CH:23]([C:24]([O:26][CH2:27][CH3:28])=[O:25])[C:22]([O:30][CH2:31][CH3:32])=[O:29])[C:3]=2[N+:19]([O-:21])=[O:20])=[CH:11][CH:12]=1. The yield is 0.720. (2) The reactants are [CH3:1][N:2]([C:10]1[CH:18]=[C:17]2[C:13]([C:14]([CH:27]=[CH:28][C:29]3[CH:34]=[CH:33][CH:32]=[CH:31][CH:30]=3)=[N:15][N:16]2COCC[Si](C)(C)C)=[CH:12][CH:11]=1)[C:3]1[CH:8]=[CH:7][CH:6]=[C:5]([NH2:9])[CH:4]=1.N1C=CC=CC=1.[CH3:41][C:42](OC(C)=O)=[O:43].C([O-])([O-])=O.[K+].[K+]. The catalyst is C(Cl)Cl.CN(C1C=CN=CC=1)C.CCOC(C)=O.C(Cl)Cl.CCOC(C)=O. The product is [CH3:1][N:2]([C:10]1[CH:18]=[C:17]2[C:13]([C:14]([CH:27]=[CH:28][C:29]3[CH:30]=[CH:31][CH:32]=[CH:33][CH:34]=3)=[N:15][NH:16]2)=[CH:12][CH:11]=1)[C:3]1[CH:4]=[C:5]([NH:9][C:42](=[O:43])[CH3:41])[CH:6]=[CH:7][CH:8]=1. The yield is 0.220. (3) The reactants are Cl[C:2](Cl)([O:4]C(=O)OC(Cl)(Cl)Cl)Cl.[NH2:13][CH2:14][CH:15]([OH:32])[CH2:16][N:17]1[C:29]2[CH:28]=[CH:27][C:26]([Br:30])=[CH:25][C:24]=2[C:23]2[C:18]1=[CH:19][CH:20]=[C:21]([Br:31])[CH:22]=2.CCN(CC)CC.C(Cl)Cl.CCOC(C)=O. The catalyst is C(Cl)Cl. The product is [Br:31][C:21]1[CH:20]=[CH:19][C:18]2[N:17]([CH2:16][CH:15]3[O:32][C:2](=[O:4])[NH:13][CH2:14]3)[C:29]3[C:24]([C:23]=2[CH:22]=1)=[CH:25][C:26]([Br:30])=[CH:27][CH:28]=3. The yield is 0.200. (4) The reactants are [CH3:1][CH:2]([CH3:18])[C:3]([NH:5][C:6]1[CH:11]=[CH:10][CH:9]=[C:8]([CH:12]2[CH2:17][CH2:16][NH:15][CH2:14][CH2:13]2)[CH:7]=1)=[O:4].[F:19][C:20]([F:34])([F:33])[C:21]1[CH:22]=[C:23]([CH:26]=[C:27]([C:29]([F:32])([F:31])[F:30])[CH:28]=1)[CH2:24]Br.C(N(C(C)C)CC)(C)C.N. The catalyst is [I-].C([N+](CCCC)(CCCC)CCCC)CCC.C(Cl)(Cl)Cl.O1CCOCC1. The product is [F:19][C:20]([F:33])([F:34])[C:21]1[CH:22]=[C:23]([CH:26]=[C:27]([C:29]([F:32])([F:30])[F:31])[CH:28]=1)[CH2:24][N:15]1[CH2:16][CH2:17][CH:12]([C:8]2[CH:7]=[C:6]([NH:5][C:3](=[O:4])[CH:2]([CH3:18])[CH3:1])[CH:11]=[CH:10][CH:9]=2)[CH2:13][CH2:14]1. The yield is 0.258. (5) The reactants are [CH3:1][CH2:2][O:3][C:4]([C:6]1[NH:7][C:8]2[C:13]([CH:14]=1)=[CH:12][C:11]([C:15]([OH:17])=O)=[CH:10][CH:9]=2)=[O:5].C1C=CC2N(O)N=NC=2C=1.CCN=C=NCCCN(C)C.Cl.[CH3:40][C:41]12[CH2:48][CH:45]([NH:46][CH2:47]1)[CH2:44][C:43]([CH3:50])([CH3:49])[CH2:42]2.CCN(C(C)C)C(C)C. The catalyst is CN(C=O)C. The product is [CH2:2]([O:3][C:4]([C:6]1[NH:7][C:8]2[C:13]([CH:14]=1)=[CH:12][C:11]([C:15]([N:46]1[CH2:47][C:41]3([CH3:40])[CH2:48][CH:45]1[CH2:44][C:43]([CH3:50])([CH3:49])[CH2:42]3)=[O:17])=[CH:10][CH:9]=2)=[O:5])[CH3:1]. The yield is 0.570. (6) The reactants are [C:1]([O:5][C:6]([N:8]1[CH2:13][CH2:12][CH2:11][CH2:10][C@@H:9]1[CH2:14][O:15][C:16]1[CH:21]=[CH:20][CH:19]=[C:18]([N+:22]([O-])=O)[C:17]=1[C:25]#[N:26])=[O:7])([CH3:4])([CH3:3])[CH3:2]. The catalyst is C(OCC)(=O)C.[Pd]. The product is [C:1]([O:5][C:6]([N:8]1[CH2:13][CH2:12][CH2:11][CH2:10][C@@H:9]1[CH2:14][O:15][C:16]1[CH:21]=[CH:20][CH:19]=[C:18]([NH2:22])[C:17]=1[C:25]#[N:26])=[O:7])([CH3:4])([CH3:2])[CH3:3]. The yield is 0.880. (7) The yield is 0.640. The catalyst is C(O)C.[Ni]. The reactants are [F:1][C:2]1[CH:17]=[CH:16][C:5]([O:6][C:7]2[CH:8]=[C:9]([CH:13]=[CH:14][CH:15]=2)/[CH:10]=[N:11]/O)=[CH:4][CH:3]=1.N. The product is [F:1][C:2]1[CH:17]=[CH:16][C:5]([O:6][C:7]2[CH:8]=[C:9]([CH2:10][NH2:11])[CH:13]=[CH:14][CH:15]=2)=[CH:4][CH:3]=1. (8) The reactants are [N:1]12CCCN=C1CCCC[CH2:2]2.[Br:12][C:13]1[C:22]2[C:17](=[CH:18][CH:19]=[CH:20][CH:21]=2)[CH:16]=[N+:15]([O-])[CH:14]=1.C([Si](C)(C)C)#N. The catalyst is C1COCC1. The product is [Br:12][C:13]1[C:22]2[C:17](=[CH:18][CH:19]=[CH:20][CH:21]=2)[C:16]([C:2]#[N:1])=[N:15][CH:14]=1. The yield is 0.820. (9) The catalyst is CN(C=O)C. The product is [Cl:1][C:2]1[N:3]=[C:4]([C:11]2[O:12][CH:13]=[CH:14][CH:15]=2)[C:5]2[CH:10]=[CH:9][N:8]([CH2:21][C:20]3[CH:23]=[CH:24][CH:25]=[CH:26][C:19]=3[F:18])[C:6]=2[N:7]=1. The reactants are [Cl:1][C:2]1[NH:7][C:6]2=[N:8][CH:9]=[CH:10][C:5]2=[C:4]([C:11]2[O:12][CH:13]=[CH:14][CH:15]=2)[N:3]=1.[H-].[Na+].[F:18][C:19]1[CH:26]=[CH:25][CH:24]=[CH:23][C:20]=1[CH2:21]Br. The yield is 0.760. (10) The reactants are C[Si]([N-][Si](C)(C)C)(C)C.[Na+].[F:11][C:12]1[CH:17]=[CH:16][C:15]([CH2:18][C:19]([OH:21])=[O:20])=[CH:14][CH:13]=1.[Cl:22][CH2:23][CH2:24][CH2:25]I. The catalyst is C1COCC1. The product is [Cl:22][CH2:23][CH2:24][CH2:25][CH:18]([C:15]1[CH:14]=[CH:13][C:12]([F:11])=[CH:17][CH:16]=1)[C:19]([OH:21])=[O:20]. The yield is 0.590.